From a dataset of Full USPTO retrosynthesis dataset with 1.9M reactions from patents (1976-2016). Predict the reactants needed to synthesize the given product. Given the product [CH3:13][CH:12]1[NH:8][CH2:9][CH:10]([CH2:14][N:15]2[C:23]3[C:18](=[CH:19][C:20]([C:24]4[CH:25]=[N:26][N:27]([CH:29]5[CH2:34][CH2:33][CH2:32][CH2:31][O:30]5)[CH:28]=4)=[CH:21][CH:22]=3)[CH:17]=[CH:16]2)[CH2:11]1, predict the reactants needed to synthesize it. The reactants are: C([N:8]1[CH:12]([CH3:13])[CH2:11][CH:10]([CH2:14][N:15]2[C:23]3[C:18](=[CH:19][C:20]([C:24]4[CH:25]=[N:26][N:27]([CH:29]5[CH2:34][CH2:33][CH2:32][CH2:31][O:30]5)[CH:28]=4)=[CH:21][CH:22]=3)[CH:17]=[CH:16]2)[CH2:9]1)C1C=CC=CC=1.C([O-])=O.[NH4+].C(OCC)(=O)C.